This data is from Full USPTO retrosynthesis dataset with 1.9M reactions from patents (1976-2016). The task is: Predict the reactants needed to synthesize the given product. (1) Given the product [OH:1][C:2]([C:17]([F:20])([F:18])[F:19])([CH2:5][C:6]1([CH3:16])[C:15]2[C:10](=[CH:11][CH:12]=[CH:13][CH:14]=2)[O:9][CH2:8][CH2:7]1)[CH:3]=[N:21][C:22]1[CH:31]=[CH:30][CH:29]=[C:28]2[C:23]=1[CH:24]=[CH:25][C:26](=[O:32])[NH:27]2, predict the reactants needed to synthesize it. The reactants are: [OH:1][C:2]([C:17]([F:20])([F:19])[F:18])([CH2:5][C:6]1([CH3:16])[C:15]2[C:10](=[CH:11][CH:12]=[CH:13][CH:14]=2)[O:9][CH2:8][CH2:7]1)[CH:3]=O.[NH2:21][C:22]1[CH:31]=[CH:30][CH:29]=[C:28]2[C:23]=1[CH:24]=[CH:25][C:26](=[O:32])[NH:27]2. (2) Given the product [CH2:1]([C:5]1[N:9]([CH2:10][C:11]2[CH:16]=[CH:15][C:14]([C:17]3[C:18]([C:23]#[N:24])=[CH:19][CH:20]=[CH:21][CH:22]=3)=[CH:13][CH:12]=2)[C:8](=[O:25])[N:7]([C:33]2[CH:34]=[CH:35][C:29]3[O:28][C:27]([CH3:26])([CH3:39])[CH2:31][C:30]=3[CH:32]=2)[N:6]=1)[CH2:2][CH2:3][CH3:4], predict the reactants needed to synthesize it. The reactants are: [CH2:1]([C:5]1[N:9]([CH2:10][C:11]2[CH:16]=[CH:15][C:14]([C:17]3[C:18]([C:23]#[N:24])=[CH:19][CH:20]=[CH:21][CH:22]=3)=[CH:13][CH:12]=2)[C:8](=[O:25])[NH:7][N:6]=1)[CH2:2][CH2:3][CH3:4].[CH3:26][C:27]1([CH3:39])[CH2:31][C:30]2[CH:32]=[C:33](B(O)O)[CH:34]=[CH:35][C:29]=2[O:28]1.N1C=CC=CC=1.C(N(CC)CC)C. (3) Given the product [F:37][C:28]1[CH:29]=[C:30]([C:33]([F:34])([F:36])[F:35])[CH:31]=[CH:32][C:27]=1[C:25]1[CH:24]=[C:23]([C:38]([F:39])([F:40])[F:41])[N:22]=[C:21]([C:17]2[CH:16]=[C:15]([C:11]3[CH:12]=[CH:13][CH:14]=[C:9]([S:6]([NH2:5])(=[O:8])=[O:7])[CH:10]=3)[CH:20]=[CH:19][CH:18]=2)[N:26]=1, predict the reactants needed to synthesize it. The reactants are: C([NH:5][S:6]([C:9]1[CH:10]=[C:11]([C:15]2[CH:20]=[CH:19][CH:18]=[C:17]([C:21]3[N:26]=[C:25]([C:27]4[CH:32]=[CH:31][C:30]([C:33]([F:36])([F:35])[F:34])=[CH:29][C:28]=4[F:37])[CH:24]=[C:23]([C:38]([F:41])([F:40])[F:39])[N:22]=3)[CH:16]=2)[CH:12]=[CH:13][CH:14]=1)(=[O:8])=[O:7])(C)(C)C.C(O)(C(F)(F)F)=O.